Dataset: Forward reaction prediction with 1.9M reactions from USPTO patents (1976-2016). Task: Predict the product of the given reaction. (1) Given the reactants Cl[C:2]1[N:7]=[C:6]([C:8]2[CH:9]=[C:10]([CH:27]=[CH:28][CH:29]=2)[CH2:11][N:12]([CH2:25][CH3:26])[CH2:13][CH2:14][CH2:15][NH:16][C:17](=[O:24])[C:18]2[CH:23]=[CH:22][CH:21]=[CH:20][CH:19]=2)[CH:5]=[CH:4][N:3]=1.[NH2:30][CH2:31][CH2:32][C:33]1[CH:38]=[CH:37][C:36]([OH:39])=[CH:35][CH:34]=1, predict the reaction product. The product is: [CH2:25]([N:12]([CH2:11][C:10]1[CH:27]=[CH:28][CH:29]=[C:8]([C:6]2[CH:5]=[CH:4][N:3]=[C:2]([NH:30][CH2:31][CH2:32][C:33]3[CH:38]=[CH:37][C:36]([OH:39])=[CH:35][CH:34]=3)[N:7]=2)[CH:9]=1)[CH2:13][CH2:14][CH2:15][NH:16][C:17](=[O:24])[C:18]1[CH:23]=[CH:22][CH:21]=[CH:20][CH:19]=1)[CH3:26]. (2) The product is: [CH3:52][C:51](=[CH2:50])[C:28]([NH:27][C:23]1[CH:24]=[CH:25][CH:26]=[C:21]([C:19]2[C:20]3[C:12]([C:6]4[CH:5]=[CH:4][CH:3]=[C:2]([CH3:1])[CH:7]=4)=[CH:13][NH:14][C:15]=3[N:16]=[CH:17][N:18]=2)[CH:22]=1)=[O:30]. Given the reactants [CH3:1][C:2]1[CH:3]=[C:4](B(O)O)[CH:5]=[CH:6][CH:7]=1.Br[C:12]1[C:20]2[C:19]([C:21]3[CH:26]=[CH:25][CH:24]=[C:23]([NH:27][C:28]([O:30]C(C)(C)C)=O)[CH:22]=3)=[N:18][CH:17]=[N:16][C:15]=2[N:14](C(OC(C)(C)C)=O)[CH:13]=1.P([O-])([O-])([O-])=O.[K+].[K+].[K+].[CH3:50][C:51](=C)[C:52](Cl)=O, predict the reaction product. (3) Given the reactants [NH2:1][CH2:2][C:3]1[CH:8]=[CH:7][C:6]([CH:9]2[CH2:14][CH2:13][N:12]([C:15]([O:17][C:18]([CH3:21])([CH3:20])[CH3:19])=[O:16])[CH2:11][CH:10]2[O:22][CH2:23][C:24]2[CH:33]=[CH:32][C:31]3[C:26](=[CH:27][CH:28]=[CH:29][CH:30]=3)[CH:25]=2)=[CH:5][CH:4]=1.C(N(CC)CC)C.[C:41]1([S:47](Cl)(=[O:49])=[O:48])[CH:46]=[CH:45][CH:44]=[CH:43][CH:42]=1, predict the reaction product. The product is: [C:41]1([S:47]([CH:2]([NH2:1])[C:3]2[CH:8]=[CH:7][C:6]([CH:9]3[CH2:14][CH2:13][N:12]([C:15]([O:17][C:18]([CH3:21])([CH3:19])[CH3:20])=[O:16])[CH2:11][CH:10]3[O:22][CH2:23][C:24]3[CH:33]=[CH:32][C:31]4[C:26](=[CH:27][CH:28]=[CH:29][CH:30]=4)[CH:25]=3)=[CH:5][CH:4]=2)(=[O:49])=[O:48])[CH:46]=[CH:45][CH:44]=[CH:43][CH:42]=1. (4) Given the reactants [NH:1]([C:3]1[CH:11]=[CH:10][C:6]([C:7]([OH:9])=[O:8])=[CH:5][N:4]=1)[NH2:2].[C:12]([C:14]1[CH:19]=[CH:18][C:17]([C:20](=[CH:26]N(C)C)[C:21](OCC)=[O:22])=[CH:16][CH:15]=1)#[N:13].Cl.CCN(C(C)C)C(C)C, predict the reaction product. The product is: [C:12]([C:14]1[CH:19]=[CH:18][C:17]([C:20]2[CH:26]=[N:2][N:1]([C:3]3[CH:11]=[CH:10][C:6]([C:7]([OH:9])=[O:8])=[CH:5][N:4]=3)[C:21]=2[OH:22])=[CH:16][CH:15]=1)#[N:13].